This data is from Full USPTO retrosynthesis dataset with 1.9M reactions from patents (1976-2016). The task is: Predict the reactants needed to synthesize the given product. (1) The reactants are: [CH3:1][C:2]1[NH:6][C:5]2/[C:7](=[C:10]3\[C:11](=[O:24])[NH:12][C:13]4[C:18]\3=[CH:17][C:16]([S:19](=[O:23])(=[O:22])[NH:20][CH3:21])=[CH:15][CH:14]=4)/[CH2:8][CH2:9][C:4]=2[C:3]=1[C:25]([OH:27])=O.C1C=CC2N(O)N=NC=2C=1.C(Cl)CCl.[NH2:42][CH2:43][CH:44]([OH:51])[CH2:45][N:46]1[CH2:50][CH2:49][CH2:48][CH2:47]1. Given the product [OH:51][CH:44]([CH2:45][N:46]1[CH2:50][CH2:49][CH2:48][CH2:47]1)[CH2:43][NH:42][C:25]([C:3]1[C:4]2[CH2:9][CH2:8]/[C:7](=[C:10]3/[C:11](=[O:24])[NH:12][C:13]4[C:18]/3=[CH:17][C:16]([S:19](=[O:22])(=[O:23])[NH:20][CH3:21])=[CH:15][CH:14]=4)/[C:5]=2[NH:6][C:2]=1[CH3:1])=[O:27], predict the reactants needed to synthesize it. (2) Given the product [NH2:29][C:30]1[CH:31]=[C:32]([NH:33][C:2]2([C:26]#[N:27])[CH2:7][CH2:6][N:5]([C:8]3[CH:13]=[CH:12][C:11]([N:14]4[CH2:18][C@H:17]([CH2:19][NH:20][C:21](=[O:23])[CH3:22])[O:16][C:15]4=[O:24])=[CH:10][C:9]=3[F:25])[CH2:4][CH2:3]2)[CH:34]=[CH:35][CH:36]=1, predict the reactants needed to synthesize it. The reactants are: O=[C:2]1[CH2:7][CH2:6][N:5]([C:8]2[CH:13]=[CH:12][C:11]([N:14]3[CH2:18][C@H:17]([CH2:19][NH:20][C:21](=[O:23])[CH3:22])[O:16][C:15]3=[O:24])=[CH:10][C:9]=2[F:25])[CH2:4][CH2:3]1.[C-:26]#[N:27].[Na+].[NH2:29][C:30]1[CH:31]=[C:32]([CH:34]=[CH:35][CH:36]=1)[NH2:33]. (3) Given the product [NH2:57][C:55]([C:49]1[C:48]2[C:53](=[CH:54][N:46]([C:43]3[CH:44]=[CH:45][C:40]([CH2:39][N:38]([CH3:37])[C:12]([CH:10]4[CH2:9][N:8]([C:6]([O:5][C:1]([CH3:2])([CH3:3])[CH3:4])=[O:7])[CH2:11]4)=[O:14])=[CH:41][CH:42]=3)[N:47]=2)[CH:52]=[CH:51][CH:50]=1)=[O:56], predict the reactants needed to synthesize it. The reactants are: [C:1]([O:5][C:6]([N:8]1[CH2:11][CH:10]([C:12]([OH:14])=O)[CH2:9]1)=[O:7])([CH3:4])([CH3:3])[CH3:2].CN(C(ON1N=NC2C=CC=CC1=2)=[N+](C)C)C.[B-](F)(F)(F)F.[CH3:37][NH:38][CH2:39][C:40]1[CH:45]=[CH:44][C:43]([N:46]2[CH:54]=[C:53]3[C:48]([C:49]([C:55]([NH2:57])=[O:56])=[CH:50][CH:51]=[CH:52]3)=[N:47]2)=[CH:42][CH:41]=1.CN(CC1C=CC(N2C=C3C(C(C(N)=O)=CC=C3)=N2)=CC=1)C.CCN(CC)CC.